From a dataset of Forward reaction prediction with 1.9M reactions from USPTO patents (1976-2016). Predict the product of the given reaction. (1) Given the reactants [NH:1]1[CH2:6][CH2:5][CH:4]([N:7]2[CH2:10][C:9]([CH2:33][C:34]#[N:35])([N:11]3[CH:15]=[C:14]([C:16]4[C:17]5[CH:24]=[CH:23][N:22](COCC[Si](C)(C)C)[C:18]=5[N:19]=[CH:20][N:21]=4)[CH:13]=[N:12]3)[CH2:8]2)[CH2:3][CH2:2]1.C(N(CC)C(C)C)(C)C.[N:45]([CH:48]([CH3:50])[CH3:49])=[C:46]=[O:47].C(O)(C(F)(F)F)=O, predict the reaction product. The product is: [C:34]([CH2:33][C:9]1([N:11]2[CH:15]=[C:14]([C:16]3[C:17]4[CH:24]=[CH:23][NH:22][C:18]=4[N:19]=[CH:20][N:21]=3)[CH:13]=[N:12]2)[CH2:10][N:7]([CH:4]2[CH2:3][CH2:2][N:1]([C:46]([NH:45][CH:48]([CH3:50])[CH3:49])=[O:47])[CH2:6][CH2:5]2)[CH2:8]1)#[N:35]. (2) The product is: [NH:1]1[C:9]2[C:4](=[CH:5][C:6]([C:10]3[O:14][N:13]=[C:12]([C:15]([NH:18][CH:19]4[CH2:20][CH2:21][N:22]([C:25]([O:27][C:28]([CH3:31])([CH3:30])[CH3:29])=[O:26])[CH2:23][CH2:24]4)=[O:17])[CH:11]=3)=[CH:7][CH:8]=2)[CH:3]=[N:2]1. Given the reactants [NH:1]1[C:9]2[C:4](=[CH:5][C:6]([C:10]3[O:14][N:13]=[C:12]([C:15]([OH:17])=O)[CH:11]=3)=[CH:7][CH:8]=2)[CH:3]=[N:2]1.[NH2:18][CH:19]1[CH2:24][CH2:23][N:22]([C:25]([O:27][C:28]([CH3:31])([CH3:30])[CH3:29])=[O:26])[CH2:21][CH2:20]1.C1C=CC2N(O)N=NC=2C=1.C(Cl)CCl, predict the reaction product. (3) Given the reactants [Cl:1][C:2]1[CH:3]=[C:4]2[C:8](=[C:9]([NH:11][CH:12]3[CH2:16][CH2:15][CH2:14][CH2:13]3)[CH:10]=1)[NH:7][C:6]([C:17]1[S:18][CH2:19][C@@H:20]([CH2:22][CH2:23]O)[N:21]=1)=[CH:5]2.[CH3:25][O:26][C:27]([C@@H:29]1[CH2:33][CH2:32][CH2:31][NH:30]1)=[O:28], predict the reaction product. The product is: [CH3:25][O:26][C:27]([C:29]1([CH2:23][CH2:22][C@@H:20]2[CH2:19][S:18][C:17]([C:6]3[NH:7][C:8]4[C:4]([CH:5]=3)=[CH:3][C:2]([Cl:1])=[CH:10][C:9]=4[NH:11][CH:12]3[CH2:16][CH2:15][CH2:14][CH2:13]3)=[N:21]2)[CH2:33][CH2:32][CH2:31][NH:30]1)=[O:28]. (4) Given the reactants [NH2:1][C:2]1[N:6]([C:7]2[C:12]([Cl:13])=[CH:11][C:10]([C:14]([F:17])([F:16])[F:15])=[CH:9][C:8]=2[Cl:18])[N:5]=[C:4]([C:19]#[N:20])[C:3]=1[CH:21]=O.BrN1C(=O)CCC1=O.[SH:31][CH2:32][CH2:33][CH2:34][SH:35].[OH-].[Na+], predict the reaction product. The product is: [NH2:1][C:2]1[N:6]([C:7]2[C:12]([Cl:13])=[CH:11][C:10]([C:14]([F:17])([F:16])[F:15])=[CH:9][C:8]=2[Cl:18])[N:5]=[C:4]([C:19]#[N:20])[C:3]=1[CH:21]1[S:35][CH2:34][CH2:33][CH2:32][S:31]1. (5) Given the reactants [CH2:1]([O:3][C:4]1[CH:5]=[C:6]([CH:27]=[CH:28][CH:29]=1)[C:7]([C:9]1[C:18]2[C:13](=[CH:14][C:15]([O:21][CH:22]([CH3:24])[CH3:23])=[C:16]([O:19][CH3:20])[CH:17]=2)[C:12]([CH:25]=[O:26])=[CH:11][N:10]=1)=[O:8])[CH3:2].O.P([O-])(O)(O)=[O:32].[Na+].CC(=CC)C.Cl([O-])=O.[Na+], predict the reaction product. The product is: [CH2:1]([O:3][C:4]1[CH:5]=[C:6]([CH:27]=[CH:28][CH:29]=1)[C:7]([C:9]1[C:18]2[C:13](=[CH:14][C:15]([O:21][CH:22]([CH3:24])[CH3:23])=[C:16]([O:19][CH3:20])[CH:17]=2)[C:12]([C:25]([OH:32])=[O:26])=[CH:11][N:10]=1)=[O:8])[CH3:2]. (6) Given the reactants [F:1][C:2]1[CH:3]=[C:4]([CH:29]=[C:30]([N:32]2[CH2:37][CH2:36][CH2:35][CH2:34][CH2:33]2)[CH:31]=1)[C:5]([NH:7][C:8]1[C:17]2[C:12](=[CH:13][CH:14]=[CH:15][CH:16]=2)[C:11]([O:18][C:19]2[CH:24]=[CH:23][N:22]=[C:21](S(C)(=O)=O)[N:20]=2)=[CH:10][CH:9]=1)=[O:6].[CH3:38][S:39]([CH2:42][CH2:43][NH2:44])(=[O:41])=[O:40], predict the reaction product. The product is: [F:1][C:2]1[CH:3]=[C:4]([CH:29]=[C:30]([N:32]2[CH2:37][CH2:36][CH2:35][CH2:34][CH2:33]2)[CH:31]=1)[C:5]([NH:7][C:8]1[C:17]2[C:12](=[CH:13][CH:14]=[CH:15][CH:16]=2)[C:11]([O:18][C:19]2[CH:24]=[CH:23][N:22]=[C:21]([NH:44][CH2:43][CH2:42][S:39]([CH3:38])(=[O:41])=[O:40])[N:20]=2)=[CH:10][CH:9]=1)=[O:6].